From a dataset of Catalyst prediction with 721,799 reactions and 888 catalyst types from USPTO. Predict which catalyst facilitates the given reaction. (1) Reactant: [NH:1]1[CH2:6][CH2:5][O:4][CH:3]([CH2:7][OH:8])[CH2:2]1.C(N(CC)C(C)C)(C)C.Cl[C:19]1[N:24]=[C:23]([O:25][C:26]2[CH:52]=[CH:51][C:50]([F:53])=[CH:49][C:27]=2[CH2:28][NH:29][C:30]([NH:32][C:33]2[N:37]([C:38]3[CH:43]=[CH:42][C:41]([CH3:44])=[CH:40][CH:39]=3)[N:36]=[C:35]([C:45]([CH3:48])([CH3:47])[CH3:46])[CH:34]=2)=[O:31])[CH:22]=[CH:21][N:20]=1.C(=O)(O)[O-].[Na+]. Product: [C:45]([C:35]1[CH:34]=[C:33]([NH:32][C:30]([NH:29][CH2:28][C:27]2[CH:49]=[C:50]([F:53])[CH:51]=[CH:52][C:26]=2[O:25][C:23]2[CH:22]=[CH:21][N:20]=[C:19]([N:1]3[CH2:6][CH2:5][O:4][CH:3]([CH2:7][OH:8])[CH2:2]3)[N:24]=2)=[O:31])[N:37]([C:38]2[CH:43]=[CH:42][C:41]([CH3:44])=[CH:40][CH:39]=2)[N:36]=1)([CH3:48])([CH3:46])[CH3:47]. The catalyst class is: 8. (2) Reactant: [CH2:1]=[CH:2][CH2:3][CH2:4][CH2:5][CH2:6][CH2:7][CH3:8].[CH2:9]([O:13]CCCC)CCC. Product: [CH3:1][CH:2]([CH2:3][CH2:4][CH2:5][CH2:6][CH2:7][CH3:8])[CH:9]=[O:13].[CH3:1][CH2:2][CH2:3][CH2:4][CH2:5][CH2:6][CH2:7][CH3:8].[CH2:1]=[CH:2][CH2:3][CH2:4][CH2:5][CH2:6][CH2:7][CH3:8]. The catalyst class is: 1. (3) Reactant: Br[C:2]1[N:7]=[C:6]2[S:8][C:9]([NH:11][C:12](=[O:14])[CH3:13])=[N:10][C:5]2=[CH:4][CH:3]=1.CC1(C)C(C)(C)OB([C:23]2[CH:24]=[C:25]3[C:29](=[CH:30][CH:31]=2)[NH:28][CH:27]=[CH:26]3)O1.C([O-])(O)=O.[Na+]. Product: [NH:28]1[C:29]2[C:25](=[CH:24][C:23]([C:2]3[N:7]=[C:6]4[S:8][C:9]([NH:11][C:12](=[O:14])[CH3:13])=[N:10][C:5]4=[CH:4][CH:3]=3)=[CH:31][CH:30]=2)[CH:26]=[CH:27]1. The catalyst class is: 12. (4) The catalyst class is: 618. Reactant: C[O:2][C:3](=[O:34])[C:4]1[CH:9]=[CH:8][C:7]([NH:10][C:11](=[O:33])[CH2:12][CH2:13][CH2:14][CH2:15][CH2:16][CH2:17][CH2:18][CH2:19][CH2:20][CH2:21][CH2:22][CH2:23][CH2:24][CH2:25][C:26]([O:28][C:29]([CH3:32])([CH3:31])[CH3:30])=[O:27])=[CH:6][CH:5]=1.N1C=CC=CC=1.[H-].[Na+].Br[CH2:44][C:45]([O:47][C:48]([CH3:51])([CH3:50])[CH3:49])=[O:46]. Product: [C:48]([O:47][C:45]([CH2:44][N:10]([C:11](=[O:33])[CH2:12][CH2:13][CH2:14][CH2:15][CH2:16][CH2:17][CH2:18][CH2:19][CH2:20][CH2:21][CH2:22][CH2:23][CH2:24][CH2:25][C:26]([O:28][C:29]([CH3:32])([CH3:31])[CH3:30])=[O:27])[C:7]1[CH:8]=[CH:9][C:4]([C:3]([OH:2])=[O:34])=[CH:5][CH:6]=1)=[O:46])([CH3:51])([CH3:50])[CH3:49]. (5) Reactant: [CH3:1][C:2]1([CH3:13])[C:11]2[C:6](=[CH:7][CH:8]=[CH:9][CH:10]=2)[NH:5][C:4](=[O:12])[CH2:3]1.[Cl-].[Al+3].[Cl-].[Cl-].[Cl:18][CH2:19][CH2:20][C:21](Cl)=[O:22]. Product: [Cl:18][CH2:19][CH2:20][C:21]([C:9]1[CH:10]=[C:11]2[C:6](=[CH:7][CH:8]=1)[NH:5][C:4](=[O:12])[CH2:3][C:2]2([CH3:13])[CH3:1])=[O:22]. The catalyst class is: 534. (6) Reactant: [NH:1]1[CH2:6][CH2:5][O:4][CH2:3][CH2:2]1.[Br:7][C:8]1[CH:13]=[C:12](Cl)[N:11]=[C:10](Cl)[CH:9]=1.[C:16](=[O:19])([O-])[O-].[Cs+].[Cs+].O. The catalyst class is: 3. Product: [Br:7][C:8]1[CH:13]=[C:12]([N:1]2[CH2:6][CH2:5][O:4][CH2:3][CH2:2]2)[N:11]=[C:10]([N:1]2[CH2:6][CH2:16][O:19][CH2:3][CH2:2]2)[CH:9]=1. (7) Reactant: [C:1]1([CH3:28])[CH:6]=[C:5]([CH3:7])[CH:4]=[C:3]([CH3:8])[C:2]=1[S:9][C:10]1[C:11]2[NH:27][CH:26]=[CH:25][C:12]=2[N:13]=[C:14]([NH:16][C:17]2[CH:24]=[CH:23][C:20]([C:21]#[N:22])=[CH:19][CH:18]=2)[N:15]=1.C1C(=O)N([Cl:36])C(=O)C1. Product: [Cl:36][C:25]1[C:12]2[N:13]=[C:14]([NH:16][C:17]3[CH:24]=[CH:23][C:20]([C:21]#[N:22])=[CH:19][CH:18]=3)[N:15]=[C:10]([S:9][C:2]3[C:3]([CH3:8])=[CH:4][C:5]([CH3:7])=[CH:6][C:1]=3[CH3:28])[C:11]=2[NH:27][CH:26]=1. The catalyst class is: 2. (8) Reactant: Br[C:2]1[CH:7]=[CH:6][N:5]=[C:4]([NH:8][C:9](=[O:15])[O:10][C:11]([CH3:14])([CH3:13])[CH3:12])[CH:3]=1.C([O-])(=O)C.[K+].[B:21]1([B:21]2[O:25][C:24]([CH3:27])([CH3:26])[C:23]([CH3:29])([CH3:28])[O:22]2)[O:25][C:24]([CH3:27])([CH3:26])[C:23]([CH3:29])([CH3:28])[O:22]1.[Cl-].[NH4+]. Product: [CH3:28][C:23]1([CH3:29])[C:24]([CH3:27])([CH3:26])[O:25][B:21]([C:2]2[CH:7]=[CH:6][N:5]=[C:4]([NH:8][C:9](=[O:15])[O:10][C:11]([CH3:14])([CH3:13])[CH3:12])[CH:3]=2)[O:22]1. The catalyst class is: 423. (9) Reactant: CC1C=CC(S(O[CH2:12][CH2:13][NH:14][C:15]2[C:16](=[O:31])[N:17]([CH:28]([CH3:30])[CH3:29])[S:18](=[O:27])(=[O:26])[C:19]=2[C:20]2[CH:25]=[CH:24][CH:23]=[CH:22][CH:21]=2)(=O)=O)=CC=1.[CH3:32][S:33]([O:36][C:37]1[CH:42]=[CH:41][CH:40]=[CH:39][C:38]=1[OH:43])(=[O:35])=[O:34].C(=O)([O-])[O-].[K+].[K+]. Product: [CH3:32][S:33]([O:36][C:37]1[CH:42]=[CH:41][CH:40]=[CH:39][C:38]=1[O:43][CH2:12][CH2:13][NH:14][C:15]1[C:16](=[O:31])[N:17]([CH:28]([CH3:29])[CH3:30])[S:18](=[O:26])(=[O:27])[C:19]=1[C:20]1[CH:21]=[CH:22][CH:23]=[CH:24][CH:25]=1)(=[O:35])=[O:34]. The catalyst class is: 23.